Dataset: Catalyst prediction with 721,799 reactions and 888 catalyst types from USPTO. Task: Predict which catalyst facilitates the given reaction. (1) Reactant: [CH3:1][O:2][C:3]1[CH:4]=[C:5]([CH:11]2[C:23]3[NH:22][C:21]4[C:16](=[CH:17][CH:18]=[CH:19][CH:20]=4)[C:15]=3[CH2:14][CH2:13][NH:12]2)[CH:6]=[CH:7][C:8]=1[O:9][CH3:10].CC([O-:28])(C)C.[K+].Cl. Product: [CH3:1][O:2][C:3]1[CH:4]=[C:5]([CH:11]2[C:23]3[NH:22][C:21]4[CH:20]=[CH:19][CH:18]=[CH:17][C:16]=4[C:15](=[O:28])[C:14]=3[CH2:13][NH:12]2)[CH:6]=[CH:7][C:8]=1[O:9][CH3:10]. The catalyst class is: 3. (2) Reactant: [Br:1][C:2]1[CH:7]=[CH:6][C:5]([N:8]2[CH2:13][CH2:12][N:11]([S:14]([CH2:17][C:18]([O:20][CH3:21])=[O:19])(=[O:16])=[O:15])[CH2:10][CH2:9]2)=[CH:4][CH:3]=1.Cl.Cl[CH2:24][CH2:25][N:26]([CH2:31][CH2:32]Cl)[CH2:27][CH2:28][O:29][CH3:30].C(=O)([O-])[O-].[K+].[K+].C1OCCOCCOCCOCCOCCOC1. Product: [Br:1][C:2]1[CH:7]=[CH:6][C:5]([N:8]2[CH2:13][CH2:12][N:11]([S:14]([C:17]3([C:18]([O:20][CH3:21])=[O:19])[CH2:32][CH2:31][N:26]([CH2:27][CH2:28][O:29][CH3:30])[CH2:25][CH2:24]3)(=[O:16])=[O:15])[CH2:10][CH2:9]2)=[CH:4][CH:3]=1. The catalyst class is: 9.